Task: Predict which catalyst facilitates the given reaction.. Dataset: Catalyst prediction with 721,799 reactions and 888 catalyst types from USPTO (1) Reactant: Br[CH2:2][C:3]([C:5]1[CH:10]=[CH:9][C:8]([N+:11]([O-:13])=[O:12])=[CH:7][CH:6]=1)=O.[C:14]([CH:17]1[CH2:22][CH2:21][N:20]([C:23]([O:25][C:26]([CH3:29])([CH3:28])[CH3:27])=[O:24])[CH2:19][CH2:18]1)(=[S:16])[NH2:15]. Product: [N+:11]([C:8]1[CH:9]=[CH:10][C:5]([C:3]2[N:15]=[C:14]([CH:17]3[CH2:22][CH2:21][N:20]([C:23]([O:25][C:26]([CH3:29])([CH3:28])[CH3:27])=[O:24])[CH2:19][CH2:18]3)[S:16][CH:2]=2)=[CH:6][CH:7]=1)([O-:13])=[O:12]. The catalyst class is: 14. (2) Reactant: [CH3:1][C:2]1[C:7]([OH:8])=[CH:6][CH:5]=[CH:4][C:3]=1[C:9]([NH:11][C@H:12]([C@H:21]([OH:40])[CH2:22][N:23]1[C@H:32]([C:33]([NH:35][C:36]([CH3:39])([CH3:38])[CH3:37])=[O:34])[CH2:31][C@H:30]2[C@H:25]([CH2:26][CH2:27][CH2:28][CH2:29]2)[CH2:24]1)[CH2:13][S:14][C:15]1[CH:16]=[CH:17][CH:18]=[CH:19][CH:20]=1)=[O:10].[CH3:41][S:42]([OH:45])(=[O:44])=[O:43].CC(=O)CCC. Product: [CH3:1][C:2]1[C:7]([OH:8])=[CH:6][CH:5]=[CH:4][C:3]=1[C:9]([NH:11][C@H:12]([C@H:21]([OH:40])[CH2:22][N:23]1[C@H:32]([C:33]([NH:35][C:36]([CH3:38])([CH3:37])[CH3:39])=[O:34])[CH2:31][C@H:30]2[C@H:25]([CH2:26][CH2:27][CH2:28][CH2:29]2)[CH2:24]1)[CH2:13][S:14][C:15]1[CH:20]=[CH:19][CH:18]=[CH:17][CH:16]=1)=[O:10].[CH3:41][S:42]([OH:45])(=[O:44])=[O:43]. The catalyst class is: 1. (3) Reactant: [CH:1]1([N:4]([CH2:20][C:21]2[CH:26]=[CH:25][C:24]([O:27][CH3:28])=[CH:23][CH:22]=2)[C:5]2[C:10]3=[N:11][CH:12]=[C:13]([C:14]#[N:15])[N:9]3[N:8]=[C:7](S(C)(=O)=O)[N:6]=2)[CH2:3][CH2:2]1.[CH3:29][O:30][C:31](=[O:60])[N:32]([C:42]1[CH:47]=[C:46]([N:48]2[CH2:53][CH2:52][N:51]([CH:54]3[CH2:57][O:56][CH2:55]3)[CH2:50][CH2:49]2)[C:45]([F:58])=[C:44]([NH2:59])[CH:43]=1)[CH2:33][C:34]1[CH:39]=[CH:38][C:37]([O:40][CH3:41])=[CH:36][CH:35]=1.C([O-])([O-])=O.[Cs+].[Cs+]. Product: [CH3:29][O:30][C:31](=[O:60])[N:32]([C:42]1[CH:47]=[C:46]([N:48]2[CH2:49][CH2:50][N:51]([CH:54]3[CH2:57][O:56][CH2:55]3)[CH2:52][CH2:53]2)[C:45]([F:58])=[C:44]([NH:59][C:7]2[N:6]=[C:5]([N:4]([CH:1]3[CH2:3][CH2:2]3)[CH2:20][C:21]3[CH:26]=[CH:25][C:24]([O:27][CH3:28])=[CH:23][CH:22]=3)[C:10]3=[N:11][CH:12]=[C:13]([C:14]#[N:15])[N:9]3[N:8]=2)[CH:43]=1)[CH2:33][C:34]1[CH:39]=[CH:38][C:37]([O:40][CH3:41])=[CH:36][CH:35]=1. The catalyst class is: 3. (4) Reactant: [CH2:1]([N:3]1[CH2:8][CH2:7][N:6]([C:9]2[CH:16]=[CH:15][C:12]([CH:13]=[O:14])=[CH:11][CH:10]=2)[CH2:5][CH2:4]1)[CH3:2].[BH4-].[Na+]. Product: [CH2:1]([N:3]1[CH2:8][CH2:7][N:6]([C:9]2[CH:16]=[CH:15][C:12]([CH2:13][OH:14])=[CH:11][CH:10]=2)[CH2:5][CH2:4]1)[CH3:2]. The catalyst class is: 8. (5) Reactant: C(O)(C(F)(F)F)=O.N[CH2:9][CH2:10][N:11]1[C:15](=[O:16])[CH:14]=[CH:13][C:12]1=[O:17].[C:18]([OH:41])(=O)[CH2:19][CH2:20]/[CH:21]=[CH:22]\[CH2:23]/[CH:24]=[CH:25]\[CH2:26]/[CH:27]=[CH:28]\[CH2:29]/[CH:30]=[CH:31]\[CH2:32]/[CH:33]=[CH:34]\[CH2:35]/[CH:36]=[CH:37]\[CH2:38][CH3:39].C[N:43](C(ON1N=NC2C=CC=NC1=2)=[N+](C)C)C.F[P-](F)(F)(F)(F)F.CCN(C(C)C)C(C)C. Product: [O:16]=[C:15]1[CH:14]=[CH:13][C:12](=[O:17])[N:11]1[CH2:10][CH2:9][CH:19]([CH2:20][CH:21]=[CH:22][CH2:23][CH:24]=[CH:25][CH2:26][CH:27]=[CH:28][CH2:29][CH:30]=[CH:31][CH2:32][CH:33]=[CH:34][CH2:35][CH:36]=[CH:37][CH2:38][CH3:39])[C:18]([NH2:43])=[O:41]. The catalyst class is: 210.